Dataset: Full USPTO retrosynthesis dataset with 1.9M reactions from patents (1976-2016). Task: Predict the reactants needed to synthesize the given product. Given the product [F:1][C:2]1[CH:12]=[CH:11][CH:10]=[C:9]([C:13]([F:14])([F:15])[F:16])[C:3]=1[CH2:4][N:5]1[C:19]([CH3:21])=[CH:18][C:17](=[O:22])[NH:8][C:6]1=[O:7], predict the reactants needed to synthesize it. The reactants are: [F:1][C:2]1[CH:12]=[CH:11][CH:10]=[C:9]([C:13]([F:16])([F:15])[F:14])[C:3]=1[CH2:4][NH:5][C:6]([NH2:8])=[O:7].[C:17](OC(C)(C)C)(=[O:22])[CH2:18][C:19]([CH3:21])=O.O.C1(C)C=CC(S(O)(=O)=O)=CC=1.CC(O)C.